From a dataset of Forward reaction prediction with 1.9M reactions from USPTO patents (1976-2016). Predict the product of the given reaction. (1) The product is: [Cl:1][C:2]1[C:18]([Cl:19])=[C:17]([CH2:20][CH2:21][C:22](=[O:38])[C:23]2[S:24][CH:25]=[C:26]([C:28]3[CH:29]=[CH:30][C:31]([C:34]([F:35])([F:36])[F:37])=[CH:32][CH:33]=3)[CH:27]=2)[CH:16]=[CH:15][C:3]=1[O:4][C:5]([CH3:13])([CH3:14])[C:6]([OH:8])=[O:7]. Given the reactants [Cl:1][C:2]1[C:18]([Cl:19])=[C:17]([CH2:20][CH2:21][C:22](=[O:38])[C:23]2[S:24][CH:25]=[C:26]([C:28]3[CH:33]=[CH:32][C:31]([C:34]([F:37])([F:36])[F:35])=[CH:30][CH:29]=3)[CH:27]=2)[CH:16]=[CH:15][C:3]=1[O:4][C:5]([CH3:14])([CH3:13])[C:6]([O:8]C(C)(C)C)=[O:7].FC(F)(F)C(O)=O, predict the reaction product. (2) The product is: [Br:12][C:13]1[CH:21]=[CH:20][C:16]([CH2:17][OH:18])=[CH:15][C:14]=1[Cl:22]. Given the reactants [BH4-].[Na+].B(F)(F)F.CCOCC.[Br:12][C:13]1[CH:21]=[CH:20][C:16]([C:17](O)=[O:18])=[CH:15][C:14]=1[Cl:22], predict the reaction product. (3) Given the reactants [CH3:1][C:2]1[O:6][N:5]=[C:4]([C:7]2[CH:12]=[CH:11][CH:10]=[CH:9][CH:8]=2)[C:3]=1[CH2:13][O:14][C:15]1[CH:23]=[CH:22][C:18]([C:19]([OH:21])=O)=[CH:17][N:16]=1.[NH:24]1[CH2:29][CH2:28][O:27][CH2:26][CH2:25]1, predict the reaction product. The product is: [CH3:1][C:2]1[O:6][N:5]=[C:4]([C:7]2[CH:8]=[CH:9][CH:10]=[CH:11][CH:12]=2)[C:3]=1[CH2:13][O:14][C:15]1[N:16]=[CH:17][C:18]([C:19]([N:24]2[CH2:29][CH2:28][O:27][CH2:26][CH2:25]2)=[O:21])=[CH:22][CH:23]=1. (4) Given the reactants [OH:1][CH:2]1[CH2:7][CH2:6][N:5]([S:8]([C:11]2[S:15][CH:14]=[C:13]([C:16]3[S:20][C:19]([NH:21]C(=O)C)=[N:18][C:17]=3[CH3:25])[CH:12]=2)(=[O:10])=[O:9])[CH2:4][CH2:3]1.[ClH:26].CCO, predict the reaction product. The product is: [ClH:26].[NH2:21][C:19]1[S:20][C:16]([C:13]2[CH:12]=[C:11]([S:8]([N:5]3[CH2:4][CH2:3][CH:2]([OH:1])[CH2:7][CH2:6]3)(=[O:10])=[O:9])[S:15][CH:14]=2)=[C:17]([CH3:25])[N:18]=1. (5) Given the reactants [C:9](O[C:9]([O:11][C:12]([CH3:15])([CH3:14])[CH3:13])=[O:10])([O:11][C:12]([CH3:15])([CH3:14])[CH3:13])=[O:10].[CH2:16]([NH2:19])[CH2:17][NH2:18], predict the reaction product. The product is: [C:9]([NH:18][CH2:17][CH2:16][NH2:19])([O:11][C:12]([CH3:13])([CH3:14])[CH3:15])=[O:10]. (6) Given the reactants C[O:2][CH:3](OC)[C:4]1[N:8]([CH3:9])[C:7]([C:10]2[S:18][C:17]3[C:12](=[N:13][CH:14]=[CH:15][C:16]=3[O:19][C:20]3[CH:25]=[CH:24][C:23]([N+:26]([O-:28])=[O:27])=[CH:22][C:21]=3[F:29])[CH:11]=2)=[N:6][CH:5]=1.Cl, predict the reaction product. The product is: [F:29][C:21]1[CH:22]=[C:23]([N+:26]([O-:28])=[O:27])[CH:24]=[CH:25][C:20]=1[O:19][C:16]1[CH:15]=[CH:14][N:13]=[C:12]2[CH:11]=[C:10]([C:7]3[N:8]([CH3:9])[C:4]([CH:3]=[O:2])=[CH:5][N:6]=3)[S:18][C:17]=12.